Dataset: Forward reaction prediction with 1.9M reactions from USPTO patents (1976-2016). Task: Predict the product of the given reaction. (1) Given the reactants [CH3:1][C:2]1[CH:7]=[C:6]([C:8]([OH:17])([C:13]([F:16])([F:15])[F:14])[C:9]([F:12])([F:11])[F:10])[CH:5]=[C:4]([CH3:18])[C:3]=1[NH:19][C:20](=[O:28])[C:21]1[CH:26]=[CH:25][CH:24]=[C:23]([NH2:27])[CH:22]=1.[C:29](Cl)(=[O:36])[C:30]1[CH:35]=[CH:34][CH:33]=[CH:32][CH:31]=1.N1C=CC=CC=1, predict the reaction product. The product is: [CH3:1][C:2]1[CH:7]=[C:6]([C:8]([OH:17])([C:13]([F:14])([F:15])[F:16])[C:9]([F:12])([F:11])[F:10])[CH:5]=[C:4]([CH3:18])[C:3]=1[NH:19][C:20](=[O:28])[C:21]1[CH:26]=[CH:25][CH:24]=[C:23]([NH:27][C:29](=[O:36])[C:30]2[CH:35]=[CH:34][CH:33]=[CH:32][CH:31]=2)[CH:22]=1. (2) Given the reactants [Br:1][C:2]1[CH:3]=[N:4][NH:5][CH:6]=1.[C:7](Cl)([C:20]1[CH:25]=[CH:24][CH:23]=[CH:22][CH:21]=1)([C:14]1[CH:19]=[CH:18][CH:17]=[CH:16][CH:15]=1)[C:8]1[CH:13]=[CH:12][CH:11]=[CH:10][CH:9]=1.N1C=CC=CC=1, predict the reaction product. The product is: [Br:1][C:2]1[CH:3]=[N:4][N:5]([C:7]([C:8]2[CH:13]=[CH:12][CH:11]=[CH:10][CH:9]=2)([C:20]2[CH:21]=[CH:22][CH:23]=[CH:24][CH:25]=2)[C:14]2[CH:15]=[CH:16][CH:17]=[CH:18][CH:19]=2)[CH:6]=1.